This data is from NCI-60 drug combinations with 297,098 pairs across 59 cell lines. The task is: Regression. Given two drug SMILES strings and cell line genomic features, predict the synergy score measuring deviation from expected non-interaction effect. (1) Drug 1: CNC(=O)C1=CC=CC=C1SC2=CC3=C(C=C2)C(=NN3)C=CC4=CC=CC=N4. Drug 2: C1C(C(OC1N2C=NC3=C(N=C(N=C32)Cl)N)CO)O. Cell line: U251. Synergy scores: CSS=9.68, Synergy_ZIP=-4.94, Synergy_Bliss=-4.31, Synergy_Loewe=-5.40, Synergy_HSA=-4.11. (2) Drug 1: CN1C2=C(C=C(C=C2)N(CCCl)CCCl)N=C1CCCC(=O)O.Cl. Drug 2: C(CC(=O)O)C(=O)CN.Cl. Cell line: NCIH23. Synergy scores: CSS=9.03, Synergy_ZIP=-4.95, Synergy_Bliss=-6.16, Synergy_Loewe=-7.63, Synergy_HSA=-4.11. (3) Drug 1: CS(=O)(=O)CCNCC1=CC=C(O1)C2=CC3=C(C=C2)N=CN=C3NC4=CC(=C(C=C4)OCC5=CC(=CC=C5)F)Cl. Drug 2: C1CN1C2=NC(=NC(=N2)N3CC3)N4CC4. Cell line: SK-OV-3. Synergy scores: CSS=17.1, Synergy_ZIP=-6.78, Synergy_Bliss=-1.81, Synergy_Loewe=-7.64, Synergy_HSA=-1.85.